From a dataset of Reaction yield outcomes from USPTO patents with 853,638 reactions. Predict the reaction yield, written as a fraction of the theoretical maximum amount of product (1.0 means a 100% yield; for example, 0.34 means a 34% yield). (1) The reactants are [CH2:1]1[CH2:12][O:11][C:10]2[CH:9]=[CH:8][C:5]([CH:6]=O)=[CH:4][C:3]=2[O:2]1.C1CO[C:20]2[CH:19]=[CH:18]C(C(O)CCC)=C[C:15]=2[O:14]1.CN(C)C=O.P(Cl)(Cl)(Cl)=O. No catalyst specified. The product is [CH:15]([C:20]([CH2:19][CH3:18])=[CH:6][C:5]1[CH:8]=[CH:9][C:10]2[O:11][CH2:12][CH2:1][O:2][C:3]=2[CH:4]=1)=[O:14]. The yield is 0.700. (2) The reactants are [CH2:1]([N:5]1[C:9](=[O:10])[C:8](Cl)=[C:7]([C:12]2[CH:17]=[CH:16][CH:15]=[CH:14][CH:13]=2)[S:6]1(=[O:19])=[O:18])[CH2:2][CH2:3][CH3:4].[F:20][C:21]([F:31])([F:30])[O:22][C:23]1[CH:28]=[CH:27][C:26]([NH2:29])=[CH:25][CH:24]=1. The catalyst is CN(C=O)C. The product is [CH2:1]([N:5]1[C:9](=[O:10])[C:8]([NH:29][C:26]2[CH:27]=[CH:28][C:23]([O:22][C:21]([F:20])([F:30])[F:31])=[CH:24][CH:25]=2)=[C:7]([C:12]2[CH:17]=[CH:16][CH:15]=[CH:14][CH:13]=2)[S:6]1(=[O:19])=[O:18])[CH2:2][CH2:3][CH3:4]. The yield is 0.566. (3) The reactants are [C:1]([O:5][C:6](=[O:15])[NH:7][C@H:8]1[C@H:13]([NH2:14])[CH2:12][CH2:11][O:10][CH2:9]1)([CH3:4])([CH3:3])[CH3:2].C(O)(=O)C.[C:20]1(=O)[CH2:24][CH2:23][CH2:22][CH2:21]1.C([BH3-])#N.[Na+]. The catalyst is CO. The product is [C:1]([O:5][C:6](=[O:15])[NH:7][C@H:8]1[C@H:13]([NH:14][CH:20]2[CH2:24][CH2:23][CH2:22][CH2:21]2)[CH2:12][CH2:11][O:10][CH2:9]1)([CH3:4])([CH3:2])[CH3:3]. The yield is 0.620. (4) The reactants are [CH3:1][O:2][C:3](=[O:20])[CH:4]=[CH:5][C:6]1[CH:11]=[CH:10][C:9]([O:12][CH2:13][CH2:14][CH2:15][CH2:16][CH2:17][CH2:18][OH:19])=[CH:8][CH:7]=1.C(N(CC)CC)C.[C:28](Cl)(=[O:32])[C:29]([CH3:31])=[CH2:30]. The catalyst is ClCCl. The product is [CH3:1][O:2][C:3]([CH:4]=[CH:5][C:6]1[CH:11]=[CH:10][C:9]([O:12][CH2:13][CH2:14][CH2:15][CH2:16][CH2:17][CH2:18][O:19][C:28](=[O:32])[C:29]([CH3:31])=[CH2:30])=[CH:8][CH:7]=1)=[O:20]. The yield is 0.720.